Dataset: Catalyst prediction with 721,799 reactions and 888 catalyst types from USPTO. Task: Predict which catalyst facilitates the given reaction. (1) Product: [CH3:1][CH:2]([CH3:33])[C:3]1[C:8](/[CH:9]=[CH:10]/[C@H:11]([CH2:13][C@H:14]([CH2:16][C:17]([O-:19])=[O:18])[OH:15])[OH:12])=[C:7]([C:20]2[CH:21]=[CH:22][C:23]([F:26])=[CH:24][CH:25]=2)[N:6]=[C:5]([N:27]([CH3:32])[S:28]([CH3:31])(=[O:29])=[O:30])[N:4]=1.[CH3:34][CH:35]([CH3:66])[C:36]1[C:41](/[CH:42]=[CH:43]/[C@H:44]([CH2:46][C@H:47]([CH2:49][C:50]([O-:52])=[O:51])[OH:48])[OH:45])=[C:40]([C:53]2[CH:54]=[CH:55][C:56]([F:59])=[CH:57][CH:58]=2)[N:39]=[C:38]([N:60]([CH3:65])[S:61]([CH3:64])(=[O:62])=[O:63])[N:37]=1.[Ca+2:67].[Cl-:68]. Reactant: [CH3:1][CH:2]([CH3:33])[C:3]1[C:8](/[CH:9]=[CH:10]/[C@H:11]([CH2:13][C@H:14]([CH2:16][C:17]([O-:19])=[O:18])[OH:15])[OH:12])=[C:7]([C:20]2[CH:25]=[CH:24][C:23]([F:26])=[CH:22][CH:21]=2)[N:6]=[C:5]([N:27]([CH3:32])[S:28]([CH3:31])(=[O:30])=[O:29])[N:4]=1.[CH3:34][CH:35]([CH3:66])[C:36]1[C:41](/[CH:42]=[CH:43]/[C@H:44]([CH2:46][C@H:47]([CH2:49][C:50]([O-:52])=[O:51])[OH:48])[OH:45])=[C:40]([C:53]2[CH:58]=[CH:57][C:56]([F:59])=[CH:55][CH:54]=2)[N:39]=[C:38]([N:60]([CH3:65])[S:61]([CH3:64])(=[O:63])=[O:62])[N:37]=1.[Ca+2:67].[Cl-:68].[Na+]. The catalyst class is: 6. (2) Reactant: [CH3:1][N:2]1[C:6]2[CH:7]=[CH:8][C:9]([C:11]3[CH:16]=[CH:15][C:14]([C:17]([N:19]4[CH2:24][CH2:23][N:22]([C:25]([C:27]5([NH:30]C(=O)OC(C)(C)C)[CH2:29][CH2:28]5)=[O:26])[CH2:21][CH2:20]4)=[O:18])=[CH:13][CH:12]=3)=[CH:10][C:5]=2[N:4]=[CH:3]1. Product: [NH2:30][C:27]1([C:25]([N:22]2[CH2:21][CH2:20][N:19]([C:17]([C:14]3[CH:13]=[CH:12][C:11]([C:9]4[CH:8]=[CH:7][C:6]5[N:2]([CH3:1])[CH:3]=[N:4][C:5]=5[CH:10]=4)=[CH:16][CH:15]=3)=[O:18])[CH2:24][CH2:23]2)=[O:26])[CH2:29][CH2:28]1. The catalyst class is: 4. (3) Reactant: Br[C:2]1[S:6]/[C:5](=[N:7]\[C:8]([C:10]23[CH2:17][CH:16]4[CH2:18][CH:12]([CH2:13][CH:14]2[CH2:15]4)[CH2:11]3)=[O:9])/[N:4]([CH2:19][CH2:20][O:21][CH3:22])[CH:3]=1.[O-]P([O-])([O-])=O.[K+].[K+].[K+].O.[C:32]1([CH3:38])C=CC=C[CH:33]=1. Product: [CH:38]1([C:2]2[S:6]/[C:5](=[N:7]\[C:8]([C:10]34[CH2:17][CH:16]5[CH2:18][CH:12]([CH2:13][CH:14]3[CH2:15]5)[CH2:11]4)=[O:9])/[N:4]([CH2:19][CH2:20][O:21][CH3:22])[CH:3]=2)[CH2:32][CH2:33]1. The catalyst class is: 13.